Dataset: Reaction yield outcomes from USPTO patents with 853,638 reactions. Task: Predict the reaction yield, written as a fraction of the theoretical maximum amount of product (1.0 means a 100% yield; for example, 0.34 means a 34% yield). (1) The reactants are Br[CH2:2][CH2:3][O:4][C:5]1[CH:12]=[CH:11][C:8]([CH:9]=[O:10])=[CH:7][CH:6]=1.[OH:13][C:14]1[CH:23]=[CH:22][C:17]([C:18]([O:20][CH3:21])=[O:19])=[CH:16][CH:15]=1.C([O-])([O-])=O.[K+].[K+]. The product is [CH:9]([C:8]1[CH:11]=[CH:12][C:5]([O:4][CH2:3][CH2:2][O:13][C:14]2[CH:15]=[CH:16][C:17]([C:18]([O:20][CH3:21])=[O:19])=[CH:22][CH:23]=2)=[CH:6][CH:7]=1)=[O:10]. The yield is 0.530. The catalyst is CN(C=O)C. (2) The reactants are C1C=C[NH+]=CC=1.[Br:7][Br-]Br.[CH3:10][O:11][C:12]1[CH:13]=[C:14]2[C:19](=[CH:20][CH:21]=1)[C:18]([C:23]1[CH:24]=[N:25][C:26]([O:29][CH2:30][CH2:31][N:32]3[CH2:36][CH2:35][CH2:34][CH2:33]3)=[CH:27][CH:28]=1)(O)[CH2:17][CH2:16][CH2:15]2.C([O-])(O)=O.[Na+]. The catalyst is C(Cl)Cl. The product is [Br:7][C:17]1[CH2:16][CH2:15][C:14]2[C:19](=[CH:20][CH:21]=[C:12]([O:11][CH3:10])[CH:13]=2)[C:18]=1[C:23]1[CH:28]=[CH:27][C:26]([O:29][CH2:30][CH2:31][N:32]2[CH2:36][CH2:35][CH2:34][CH2:33]2)=[N:25][CH:24]=1. The yield is 0.700. (3) The reactants are [OH:1][C:2]1[C:11]2[C:6](=[CH:7][CH:8]=[CH:9][CH:10]=2)[N:5]=[CH:4][C:3]=1[C:12]([OH:14])=O.CN(C(ON1N=NC2C=CC=NC1=2)=[N+](C)C)C.F[P-](F)(F)(F)(F)F.CCN(C(C)C)C(C)C.[NH2:48][C:49]1[CH:54]=[CH:53][CH:52]=[CH:51][CH:50]=1. The catalyst is CN(C=O)C. The product is [O:1]=[C:2]1[C:11]2[C:6](=[CH:7][CH:8]=[CH:9][CH:10]=2)[NH:5][CH:4]=[C:3]1[C:12]([NH:48][C:49]1[CH:54]=[CH:53][CH:52]=[CH:51][CH:50]=1)=[O:14]. The yield is 0.450. (4) The reactants are [CH3:1][S:2]([N:5]1[CH2:10][CH2:9][C:8]2[N:11]([CH2:24][CH2:25][CH:26]=O)[N:12]=[C:13]([C:14]3[CH:19]=[CH:18][C:17]([C:20]([F:23])([F:22])[F:21])=[CH:16][CH:15]=3)[C:7]=2[CH2:6]1)(=[O:4])=[O:3].[N:28]1([C:34]2[C:38]3[CH:39]=[CH:40][CH:41]=[CH:42][C:37]=3[S:36](=[O:44])(=[O:43])[N:35]=2)[CH2:33][CH2:32][NH:31][CH2:30][CH2:29]1.CC(O)=O.[BH-](OC(C)=O)(OC(C)=O)OC(C)=O.[Na+].C([O-])(O)=O.[Na+]. The catalyst is C(Cl)Cl. The product is [O:44]=[S:36]1(=[O:43])[C:37]2[CH:42]=[CH:41][CH:40]=[CH:39][C:38]=2[C:34]([N:28]2[CH2:33][CH2:32][N:31]([CH2:26][CH2:25][CH2:24][N:11]3[C:8]4[CH2:9][CH2:10][N:5]([S:2]([CH3:1])(=[O:4])=[O:3])[CH2:6][C:7]=4[C:13]([C:14]4[CH:19]=[CH:18][C:17]([C:20]([F:23])([F:22])[F:21])=[CH:16][CH:15]=4)=[N:12]3)[CH2:30][CH2:29]2)=[N:35]1. The yield is 0.760. (5) The product is [C:12]([O:11][C:9]([NH:32][C:29](=[N:28][C:26]([C:19]1[C:18]([NH2:17])=[N:23][C:22]([NH2:24])=[C:21]([Cl:25])[N:20]=1)=[O:27])[S:30][CH3:31])=[O:10])([CH3:13])([CH3:14])[CH3:15]. The reactants are [C:9](O[C:9]([O:11][C:12]([CH3:15])([CH3:14])[CH3:13])=[O:10])([O:11][C:12]([CH3:15])([CH3:14])[CH3:13])=[O:10].I.[NH2:17][C:18]1[C:19]([C:26]([NH:28][C:29](=[NH:32])[S:30][CH3:31])=[O:27])=[N:20][C:21]([Cl:25])=[C:22]([NH2:24])[N:23]=1. The catalyst is CN(C)C1C=CN=CC=1.C1COCC1.C(N(CC)CC)C. The yield is 0.320. (6) The reactants are [CH3:1][C:2]([CH3:24])([CH3:23])[CH2:3][N:4]1[C:8]2[N:9]=[C:10]([C:13]#[N:14])[N:11]=[CH:12][C:7]=2[CH:6]=[C:5]1[CH2:15][N:16]1[CH2:21][CH2:20][C:19](=O)[CH2:18][CH2:17]1.[N:25]1([CH2:30][CH2:31][CH2:32][NH2:33])[CH:29]=[CH:28][N:27]=[CH:26]1.C(N(CC)CC)C.[O-]S([O-])(=O)=O.[Mg+2].[BH4-].[Na+]. The catalyst is C(Cl)Cl.CO.CC(C)=O. The product is [CH3:1][C:2]([CH3:24])([CH3:23])[CH2:3][N:4]1[C:8]2[N:9]=[C:10]([C:13]#[N:14])[N:11]=[CH:12][C:7]=2[CH:6]=[C:5]1[CH2:15][N:16]1[CH2:21][CH2:20][CH:19]([NH:33][CH2:32][CH2:31][CH2:30][N:25]2[CH:29]=[CH:28][N:27]=[CH:26]2)[CH2:18][CH2:17]1. The yield is 0.730.